Dataset: Peptide-MHC class I binding affinity with 185,985 pairs from IEDB/IMGT. Task: Regression. Given a peptide amino acid sequence and an MHC pseudo amino acid sequence, predict their binding affinity value. This is MHC class I binding data. (1) The peptide sequence is TPQDLNTML. The MHC is HLA-B44:02 with pseudo-sequence YYTKYREISTNTYENTAYIRYDDYTWAVDAYLSY. The binding affinity (normalized) is 0.000551. (2) The peptide sequence is FLPQIGGEA. The MHC is HLA-A02:03 with pseudo-sequence HLA-A02:03. The binding affinity (normalized) is 0.557. (3) The binding affinity (normalized) is 0.778. The peptide sequence is KQLESVMYL. The MHC is HLA-A02:19 with pseudo-sequence HLA-A02:19. (4) The peptide sequence is QLFKPLTKK. The MHC is HLA-A02:01 with pseudo-sequence HLA-A02:01. The binding affinity (normalized) is 0.0496.